From a dataset of Catalyst prediction with 721,799 reactions and 888 catalyst types from USPTO. Predict which catalyst facilitates the given reaction. Reactant: [CH2:1]([N:3]([CH2:28][CH2:29]O)[C:4]1[CH:9]=[CH:8][C:7]([N:10]2[C:19](=[O:20])[C:18]3[CH:21]=[CH:22][C:23]([N+:24]([O-:26])=[O:25])=[C:16]4[C:17]=3[C:12](=[CH:13][CH:14]=[CH:15]4)[C:11]2=[O:27])=[CH:6][CH:5]=1)[CH3:2].P(Br)(Br)[Br:32]. Product: [Br:32][CH2:29][CH2:28][N:3]([CH2:1][CH3:2])[C:4]1[CH:9]=[CH:8][C:7]([N:10]2[C:19](=[O:20])[C:18]3[CH:21]=[CH:22][C:23]([N+:24]([O-:26])=[O:25])=[C:16]4[C:17]=3[C:12](=[CH:13][CH:14]=[CH:15]4)[C:11]2=[O:27])=[CH:6][CH:5]=1. The catalyst class is: 22.